Task: Predict which catalyst facilitates the given reaction.. Dataset: Catalyst prediction with 721,799 reactions and 888 catalyst types from USPTO (1) Reactant: C([O:8][C:9]1[CH:17]=[CH:16][CH:15]=[C:14]2[C:10]=1[CH:11]=[CH:12][NH:13]2)C1C=CC=CC=1.[H-].[Na+].[CH:20]([Si:23](Cl)([CH:27]([CH3:29])[CH3:28])[CH:24]([CH3:26])[CH3:25])([CH3:22])[CH3:21]. Product: [CH:20]([Si:23]([CH:27]([CH3:29])[CH3:28])([CH:24]([CH3:26])[CH3:25])[N:13]1[C:14]2[CH:15]=[CH:16][CH:17]=[C:9]([OH:8])[C:10]=2[CH:11]=[CH:12]1)([CH3:22])[CH3:21]. The catalyst class is: 7. (2) Reactant: [C:1]([O:11][CH:12]([CH3:14])[CH3:13])(=[O:10])/[CH:2]=[CH:3]/[C:4]([O:6][CH:7]([CH3:9])[CH3:8])=[O:5].[C:15]([O:25][CH:26]([CH3:28])[CH3:27])(=[O:24])[CH:16]=[CH:17][C:18]1[CH:23]=[CH:22][CH:21]=[CH:20][CH:19]=1.C(OCC1CCC(COC=C)CC1)=C.C(OOOC(C)(C)C)(=O)C(C)(C)C. Product: [C:4]([O:6][CH:7]([CH3:9])[CH3:8])(=[O:5])/[CH:3]=[CH:2]/[C:1]([O:11][CH:12]([CH3:14])[CH3:13])=[O:10].[C:15]([O:25][CH:26]([CH3:28])[CH3:27])(=[O:24])[CH:16]=[CH:17][C:18]1[CH:19]=[CH:20][CH:21]=[CH:22][CH:23]=1. The catalyst class is: 83. (3) Reactant: [C:1]([O:5][C:6]([NH:8][C@H:9]1[CH2:14][C:13]([C:15](O)=[O:16])=[CH:12][CH2:11][C@@H:10]1[C:18]1[CH:23]=[C:22]([F:24])[C:21]([F:25])=[CH:20][C:19]=1[F:26])=[O:7])([CH3:4])([CH3:3])[CH3:2].CCN=C=NCCCN(C)C.C1C=CC2N(O)N=NC=2C=1.C(N(C(C)C)CC)(C)C.Cl.[F:58][C:59]([F:70])([F:69])[C:60]1[N:61]=[C:62]2[CH2:67][NH:66][CH2:65][CH2:64][N:63]2[CH:68]=1. Product: [C:1]([O:5][C:6](=[O:7])[NH:8][C@@H:9]1[C@@H:10]([C:18]2[CH:23]=[C:22]([F:24])[C:21]([F:25])=[CH:20][C:19]=2[F:26])[CH2:11][CH:12]=[C:13]([C:15]([N:66]2[CH2:65][CH2:64][N:63]3[CH:68]=[C:60]([C:59]([F:70])([F:58])[F:69])[N:61]=[C:62]3[CH2:67]2)=[O:16])[CH2:14]1)([CH3:3])([CH3:2])[CH3:4]. The catalyst class is: 118. (4) Reactant: [C:1]([O:5][C:6]([C:8]1[CH:9]=[C:10]([C:14]2[C:19]([CH3:20])=[CH:18][CH:17]=[CH:16][N+:15]=2[O-])[CH:11]=[CH:12][CH:13]=1)=[O:7])([CH3:4])([CH3:3])[CH3:2].[N:22]1C=CC=CC=1.CS(OS(C)(=O)=O)(=O)=O.C(CN)O. Product: [C:1]([O:5][C:6](=[O:7])[C:8]1[CH:13]=[CH:12][CH:11]=[C:10]([C:14]2[C:19]([CH3:20])=[CH:18][CH:17]=[C:16]([NH2:22])[N:15]=2)[CH:9]=1)([CH3:4])([CH3:3])[CH3:2]. The catalyst class is: 144. (5) The catalyst class is: 9. Reactant: [CH2:1]([N:5]1[C:13]([N:14]2[CH2:19][CH2:18][NH:17][CH2:16][CH2:15]2)=[N:12][C:11]2[C:6]1=[N:7][C:8]([C:26]1[CH:27]=[N:28][C:29]([NH2:32])=[N:30][CH:31]=1)=[N:9][C:10]=2[N:20]1[CH2:25][CH2:24][O:23][CH2:22][CH2:21]1)[CH:2]([CH3:4])[CH3:3].Cl.C(N=C=NCCCN(C)C)C.ON1C2C=CC=CC=2N=N1.[OH:55][C@H:56]([CH3:61])[CH2:57][C:58](O)=[O:59]. Product: [NH2:32][C:29]1[N:30]=[CH:31][C:26]([C:8]2[N:7]=[C:6]3[C:11]([N:12]=[C:13]([N:14]4[CH2:19][CH2:18][N:17]([C:58](=[O:59])[CH2:57][C@H:56]([OH:55])[CH3:61])[CH2:16][CH2:15]4)[N:5]3[CH2:1][CH:2]([CH3:4])[CH3:3])=[C:10]([N:20]3[CH2:25][CH2:24][O:23][CH2:22][CH2:21]3)[N:9]=2)=[CH:27][N:28]=1. (6) Reactant: CCN(C(C)C)C(C)C.[F:10][C:11]1[CH:16]=[CH:15][CH:14]=[CH:13][C:12]=1[C:17]1[NH:21][N:20]=[C:19]([C:22]([OH:24])=O)[CH:18]=1.C1C=CC2N(O)N=NC=2C=1.CCN=C=NCCCN(C)C.[NH2:46][CH2:47][C:48]([N:50]1[CH2:55][CH2:54][N:53]([C:56](=[O:67])[C:57]2[CH:62]=[CH:61][CH:60]=[CH:59][C:58]=2[C:63]([F:66])([F:65])[F:64])[CH2:52][CH2:51]1)=[O:49]. Product: [O:49]=[C:48]([N:50]1[CH2:51][CH2:52][N:53]([C:56](=[O:67])[C:57]2[CH:62]=[CH:61][CH:60]=[CH:59][C:58]=2[C:63]([F:66])([F:65])[F:64])[CH2:54][CH2:55]1)[CH2:47][NH:46][C:22]([C:19]1[CH:18]=[C:17]([C:12]2[CH:13]=[CH:14][CH:15]=[CH:16][C:11]=2[F:10])[NH:21][N:20]=1)=[O:24]. The catalyst class is: 18.